From a dataset of Full USPTO retrosynthesis dataset with 1.9M reactions from patents (1976-2016). Predict the reactants needed to synthesize the given product. (1) Given the product [OH:9][CH:8]1[C:7]2[C:6](=[CH:13][CH:12]=[CH:11][CH:10]=2)[C:5](=[O:14])[N:4]1[CH:1]([CH3:3])[CH3:2], predict the reactants needed to synthesize it. The reactants are: [CH:1]([N:4]1[C:8](=[O:9])[C:7]2=[CH:10][CH:11]=[CH:12][CH:13]=[C:6]2[C:5]1=[O:14])([CH3:3])[CH3:2]. (2) Given the product [F:21][C:18]1[CH:17]=[CH:16][C:15]([CH2:14][CH2:13][C:11]2[CH:12]=[C:8]([C:6]([OH:7])=[O:5])[NH:9][CH:10]=2)=[CH:20][CH:19]=1, predict the reactants needed to synthesize it. The reactants are: [OH-].[Na+].C([O:5][C:6]([C:8]1[NH:9][CH:10]=[C:11]([CH2:13][CH2:14][C:15]2[CH:20]=[CH:19][C:18]([F:21])=[CH:17][CH:16]=2)[CH:12]=1)=[O:7])C. (3) The reactants are: Cl[C:2]1[C:7]2=[CH:8][N:9]([CH2:11][C:12]3[CH:13]=[N:14][C:15]([O:19][CH2:20][C:21]([F:24])([F:23])[F:22])=[C:16]([CH3:18])[CH:17]=3)[N:10]=[C:6]2[CH:5]=[CH:4][N:3]=1.C1(P(C2C=CC=CC=2)CCCP(C2C=CC=CC=2)C2C=CC=CC=2)C=CC=CC=1.C(N(CC)CC)C.CN([CH:64]=[O:65])C.[CH3:66][CH2:67][OH:68]. Given the product [CH3:18][C:16]1[CH:17]=[C:12]([CH2:11][N:9]2[CH:8]=[C:7]3[C:2]([C:64]([O:68][CH2:67][CH3:66])=[O:65])=[N:3][CH:4]=[CH:5][C:6]3=[N:10]2)[CH:13]=[N:14][C:15]=1[O:19][CH2:20][C:21]([F:24])([F:23])[F:22], predict the reactants needed to synthesize it. (4) The reactants are: [Cl:1][C:2]1[CH:7]=[CH:6][CH:5]=[CH:4][C:3]=1[S:8][C:9]1[C:17]2[C:12](=[CH:13][C:14]([S:18]([CH3:21])(=[O:20])=[O:19])=[CH:15][CH:16]=2)[NH:11][C:10]=1[CH2:22]O.CCN(CC)CC.[CH3:31][S:32](Cl)(=[O:34])=[O:33].CN(C=O)C. Given the product [Cl:1][C:2]1[CH:7]=[CH:6][CH:5]=[CH:4][C:3]=1[S:8][C:9]1[C:17]2[C:12](=[CH:13][C:14]([S:18]([CH3:21])(=[O:20])=[O:19])=[CH:15][CH:16]=2)[NH:11][C:10]=1[CH2:22][S:32]([CH3:31])(=[O:34])=[O:33], predict the reactants needed to synthesize it. (5) Given the product [CH3:1][C:2]1[N:3]=[C:4]([C:20]2[CH:25]=[CH:24][C:23]([C:26]([F:29])([F:27])[F:28])=[CH:22][CH:21]=2)[S:5][C:6]=1[CH2:7][S:8][C:9]1[CH:10]=[C:11]2[C:16](=[CH:17][CH:18]=1)[C:15](=[O:19])[C:14](=[CH:32][C:31]([OH:35])=[O:34])[CH2:13][CH2:12]2, predict the reactants needed to synthesize it. The reactants are: [CH3:1][C:2]1[N:3]=[C:4]([C:20]2[CH:25]=[CH:24][C:23]([C:26]([F:29])([F:28])[F:27])=[CH:22][CH:21]=2)[S:5][C:6]=1[CH2:7][S:8][C:9]1[CH:10]=[C:11]2[C:16](=[CH:17][CH:18]=1)[C:15](=[O:19])[CH2:14][CH2:13][CH2:12]2.O.[C:31]([OH:35])(=[O:34])[CH:32]=O.